Dataset: Forward reaction prediction with 1.9M reactions from USPTO patents (1976-2016). Task: Predict the product of the given reaction. (1) Given the reactants [CH3:1][N:2]1[CH2:7][CH2:6][N:5]([CH2:8][CH2:9][O:10][C:11]2[CH:16]=[CH:15][N:14]3[C:17]([C:20]([O-])=[O:21])=[CH:18][N:19]=[C:13]3[CH:12]=2)[CH2:4][CH2:3]1.[Li+].CN1C(=O)CCC1.ClC1C=C(Cl)C=C(Cl)C=1C(Cl)=O.[NH2:43][C:44]1[CH:52]=[CH:51][CH:50]=[C:49]2[C:45]=1[CH:46]=[N:47][N:48]2[CH2:53][C:54]1[CH:55]=[C:56]([CH:59]=[CH:60][CH:61]=1)[C:57]#[N:58], predict the reaction product. The product is: [C:57]([C:56]1[CH:55]=[C:54]([CH:61]=[CH:60][CH:59]=1)[CH2:53][N:48]1[C:49]2[C:45](=[C:44]([NH:43][C:20]([C:17]3[N:14]4[CH:15]=[CH:16][C:11]([O:10][CH2:9][CH2:8][N:5]5[CH2:6][CH2:7][N:2]([CH3:1])[CH2:3][CH2:4]5)=[CH:12][C:13]4=[N:19][CH:18]=3)=[O:21])[CH:52]=[CH:51][CH:50]=2)[CH:46]=[N:47]1)#[N:58]. (2) Given the reactants [H-].[Al+3].[Li+].[H-].[H-].[H-].[N+:7]([C:10]1[C:15]2[NH:16][C:17](=O)[CH2:18][O:19][C:14]=2[CH:13]=[C:12]([C:21]2[CH:26]=[CH:25][CH:24]=[CH:23][CH:22]=2)[CH:11]=1)([O-])=O.[OH-].[Na+].C(=O)([O-])[O-].[K+].[K+], predict the reaction product. The product is: [C:21]1([C:12]2[CH:13]=[C:14]3[O:19][CH2:18][CH2:17][NH:16][C:15]3=[C:10]([NH2:7])[CH:11]=2)[CH:22]=[CH:23][CH:24]=[CH:25][CH:26]=1. (3) Given the reactants [NH2:1][C:2]1[CH:7]=[CH:6][C:5]([N:8]2[C:14](=[O:15])[CH2:13][C:12](=[O:16])[NH:11][C:10]3[C:17]4[C:22]([CH:23]=[CH:24][C:9]2=3)=[CH:21][CH:20]=[CH:19][CH:18]=4)=[CH:4][CH:3]=1.[N:25]1[C:34]2[C:29](=[CH:30][CH:31]=[CH:32][CH:33]=2)[N:28]=[CH:27][C:26]=1[C:35](O)=[O:36].F[P-](F)(F)(F)(F)F.N1(OC(N(C)C)=[N+](C)C)C2C=CC=CC=2N=N1.C(N(CC)CC)C, predict the reaction product. The product is: [N:25]1[C:34]2[C:29](=[CH:30][CH:31]=[CH:32][CH:33]=2)[N:28]=[CH:27][C:26]=1[C:35]([NH:1][C:2]1[CH:7]=[CH:6][C:5]([N:8]2[C:14](=[O:15])[CH2:13][C:12](=[O:16])[NH:11][C:10]3[C:17]4[C:22]([CH:23]=[CH:24][C:9]2=3)=[CH:21][CH:20]=[CH:19][CH:18]=4)=[CH:4][CH:3]=1)=[O:36]. (4) Given the reactants [Br:1][C:2]1[CH:7]=[CH:6][CH:5]=[CH:4][C:3]=1[SH:8].Br[CH2:10][CH:11]1[O:15][CH2:14][CH2:13][O:12]1.C(=O)([O-])[O-].[K+].[K+].O, predict the reaction product. The product is: [Br:1][C:2]1[CH:7]=[CH:6][CH:5]=[CH:4][C:3]=1[S:8][CH2:10][CH:11]1[O:15][CH2:14][CH2:13][O:12]1. (5) Given the reactants [F:1][C:2]([F:25])([F:24])[C:3]1[CH:23]=[CH:22][C:6]([O:7][CH2:8][C:9]2[NH:17][C:16]3[C:11](=[N:12][CH:13]=[CH:14][C:15]=3[C:18]([O:20]C)=[O:19])[CH:10]=2)=[CH:5][CH:4]=1, predict the reaction product. The product is: [F:25][C:2]([F:1])([F:24])[C:3]1[CH:23]=[CH:22][C:6]([O:7][CH2:8][C:9]2[NH:17][C:16]3[C:11](=[N:12][CH:13]=[CH:14][C:15]=3[C:18]([OH:20])=[O:19])[CH:10]=2)=[CH:5][CH:4]=1. (6) Given the reactants [OH-].[Na+].[F:3][C:4]1[CH:5]=[C:6]([CH:11]=[C:12]([F:29])[C:13]=1[CH2:14][NH:15][C:16]1[CH:21]=[CH:20][N:19]=[C:18]([NH:22][C:23]2[CH:24]=[N:25][N:26]([CH3:28])[CH:27]=2)[N:17]=1)[C:7]([O:9]C)=[O:8].Cl, predict the reaction product. The product is: [F:29][C:12]1[CH:11]=[C:6]([CH:5]=[C:4]([F:3])[C:13]=1[CH2:14][NH:15][C:16]1[CH:21]=[CH:20][N:19]=[C:18]([NH:22][C:23]2[CH:24]=[N:25][N:26]([CH3:28])[CH:27]=2)[N:17]=1)[C:7]([OH:9])=[O:8].